From a dataset of Retrosynthesis with 50K atom-mapped reactions and 10 reaction types from USPTO. Predict the reactants needed to synthesize the given product. (1) Given the product CC(C)CNC(=O)C1CC(S(=O)(=O)c2ccccc2F)C(c2ccccc2F)N1C(=O)CNC(=O)Nc1cccc(C(=O)O)c1, predict the reactants needed to synthesize it. The reactants are: CC(C)CNC(=O)C1CC(S(=O)(=O)c2ccccc2F)C(c2ccccc2F)N1C(=O)CNC(=O)Nc1cccc(C(=O)OCc2ccccc2)c1. (2) Given the product Oc1ccccc1OCC1CCCCC1, predict the reactants needed to synthesize it. The reactants are: BrCC1CCCCC1.Oc1ccccc1O. (3) The reactants are: O=[N+]([O-])c1cc(Cc2ccccc2)ccc1O. Given the product Nc1cc(Cc2ccccc2)ccc1O, predict the reactants needed to synthesize it. (4) Given the product COC(=O)c1cc(C(=O)c2ccc(N(C)c3ccc(Cl)cc3)cn2)ccc1[Sn](C)(C)C, predict the reactants needed to synthesize it. The reactants are: COC(=O)c1cc(C(=O)c2ccc(N(C)c3ccc(Cl)cc3)cn2)ccc1Br.C[Sn](C)(C)[Sn](C)(C)C. (5) Given the product [O-][n+]1ccc2c(-c3ccc(F)cc3)cccc2c1, predict the reactants needed to synthesize it. The reactants are: Fc1ccc(-c2cccc3cnccc23)cc1.O=C(OO)c1cccc(Cl)c1. (6) Given the product CCCCc1cn(C23C(=O)c4c(N)cccc4C2(O)Oc2cc(C(C)C)ccc23)nn1, predict the reactants needed to synthesize it. The reactants are: CCCCc1cn(C23C(=O)c4c([N+](=O)[O-])cccc4C2(O)Oc2cc(C(C)C)ccc23)nn1.